From a dataset of Full USPTO retrosynthesis dataset with 1.9M reactions from patents (1976-2016). Predict the reactants needed to synthesize the given product. Given the product [F:1][C:2]([F:15])([F:14])[C:3]1[CH:4]=[C:5]([CH:6]=[C:7]([C:9]([F:12])([F:11])[F:10])[CH:8]=1)[CH:16]=[CH2:17], predict the reactants needed to synthesize it. The reactants are: [F:1][C:2]([F:15])([F:14])[C:3]1[CH:4]=[C:5](Br)[CH:6]=[C:7]([C:9]([F:12])([F:11])[F:10])[CH:8]=1.[CH2:16](N(CC)CC)[CH3:17].C=C.CCCCC.